From a dataset of Forward reaction prediction with 1.9M reactions from USPTO patents (1976-2016). Predict the product of the given reaction. Given the reactants CCN(C(C)C)C(C)C.[C:10](OC(=O)C)(=[O:12])[CH3:11].[N:17]1([CH2:22][C:23]([NH:25][C@@H:26]([CH2:44][CH2:45][CH2:46][NH2:47])[C:27]([NH:29][C:30]2[CH:35]=[CH:34][C:33]([O:36][C:37]3[CH:42]=[CH:41][C:40]([F:43])=[CH:39][CH:38]=3)=[CH:32][CH:31]=2)=[O:28])=[O:24])[CH:21]=[N:20][CH:19]=[N:18]1, predict the reaction product. The product is: [N:17]1([CH2:22][C:23]([NH:25][C@@H:26]([CH2:44][CH2:45][CH2:46][NH:47][C:10](=[O:12])[CH3:11])[C:27]([NH:29][C:30]2[CH:31]=[CH:32][C:33]([O:36][C:37]3[CH:42]=[CH:41][C:40]([F:43])=[CH:39][CH:38]=3)=[CH:34][CH:35]=2)=[O:28])=[O:24])[CH:21]=[N:20][CH:19]=[N:18]1.